This data is from Peptide-MHC class I binding affinity with 185,985 pairs from IEDB/IMGT. The task is: Regression. Given a peptide amino acid sequence and an MHC pseudo amino acid sequence, predict their binding affinity value. This is MHC class I binding data. The peptide sequence is QWFVERNMVI. The MHC is HLA-A24:02 with pseudo-sequence HLA-A24:02. The binding affinity (normalized) is 0.557.